From a dataset of NCI-60 drug combinations with 297,098 pairs across 59 cell lines. Regression. Given two drug SMILES strings and cell line genomic features, predict the synergy score measuring deviation from expected non-interaction effect. Drug 1: CC1C(C(CC(O1)OC2CC(CC3=C2C(=C4C(=C3O)C(=O)C5=C(C4=O)C(=CC=C5)OC)O)(C(=O)C)O)N)O.Cl. Drug 2: C1CCC(CC1)NC(=O)N(CCCl)N=O. Cell line: HCT116. Synergy scores: CSS=43.4, Synergy_ZIP=-9.17, Synergy_Bliss=-8.08, Synergy_Loewe=-9.26, Synergy_HSA=-4.22.